This data is from Forward reaction prediction with 1.9M reactions from USPTO patents (1976-2016). The task is: Predict the product of the given reaction. (1) Given the reactants [Cl:1][C:2]1[CH:46]=[CH:45][C:5]([C:6]([NH:8][C:9]2[N:13]([CH2:14][CH:15]3[CH2:19][CH2:18][CH2:17][N:16]3C(=O)C(F)(F)F)[C:12]3[CH:26]=[CH:27][C:28]([CH2:30][N:31]([C@H:39]([C:41]([CH3:44])([CH3:43])[CH3:42])[CH3:40])[C:32](=[O:38])[O:33][C:34]([CH3:37])([CH3:36])[CH3:35])=[CH:29][C:11]=3[N:10]=2)=[O:7])=[CH:4][CH:3]=1.[BH4-].[Na+], predict the reaction product. The product is: [Cl:1][C:2]1[CH:3]=[CH:4][C:5]([C:6]([NH:8][C:9]2[N:13]([CH2:14][CH:15]3[CH2:19][CH2:18][CH2:17][NH:16]3)[C:12]3[CH:26]=[CH:27][C:28]([CH2:30][N:31]([C@H:39]([C:41]([CH3:44])([CH3:43])[CH3:42])[CH3:40])[C:32](=[O:38])[O:33][C:34]([CH3:36])([CH3:37])[CH3:35])=[CH:29][C:11]=3[N:10]=2)=[O:7])=[CH:45][CH:46]=1. (2) Given the reactants [NH2:1][CH2:2][CH2:3][CH2:4][C@H:5]([NH:9][C:10]([C:12]1[C:13](=[O:25])[N:14]([CH2:18][C:19]2[CH:24]=[CH:23][CH:22]=[CH:21][CH:20]=2)[CH:15]=[CH:16][CH:17]=1)=[O:11])[C:6]([OH:8])=[O:7].[C:26]([OH:32])([C:28]([F:31])([F:30])[F:29])=[O:27].I.CS[C:36]1[NH:37][CH2:38][CH2:39][N:40]=1.CCN([CH:47]([CH3:49])[CH3:48])C(C)C.[CH3:50]O, predict the reaction product. The product is: [NH:37]1[CH2:38][CH2:39][N:40]=[C:36]1[NH:1][CH2:2][CH2:3][CH2:4][C@H:5]([NH:9][C:10]([C:12]1[C:13](=[O:25])[N:14]([CH:18]([C:28]2[CH:26]=[CH:48][CH:47]=[CH:49][CH:50]=2)[C:19]2[CH:20]=[CH:21][CH:22]=[CH:23][CH:24]=2)[CH:15]=[CH:16][CH:17]=1)=[O:11])[C:6]([OH:8])=[O:7].[C:26]([OH:32])([C:28]([F:31])([F:30])[F:29])=[O:27].[CH2:18]([N:14]1[CH:15]=[CH:16][CH:17]=[C:12]([C:10]([NH:9][C@@H:5]([CH2:4][CH2:3][CH2:2][NH:1][C:36]2[NH:40][CH2:39][CH2:38][N:37]=2)[C:6]([OH:8])=[O:7])=[O:11])[C:13]1=[O:25])[C:19]1[CH:20]=[CH:21][CH:22]=[CH:23][CH:24]=1.[C:26]([OH:32])([C:28]([F:31])([F:30])[F:29])=[O:27]. (3) Given the reactants [F:1][C:2]([F:12])([F:11])[C:3](=O)[CH2:4][C:5]([O:7][CH2:8][CH3:9])=[O:6].[C:13]([NH2:17])(=[O:16])[CH:14]=[CH2:15].C1(C)C=CC(S(O)(=O)=O)=CC=1.O, predict the reaction product. The product is: [CH2:8]([O:7][C:5]([C:4]1[CH2:15][CH2:14][C:13]([OH:16])=[N:17][C:3]=1[C:2]([F:12])([F:11])[F:1])=[O:6])[CH3:9].